This data is from Forward reaction prediction with 1.9M reactions from USPTO patents (1976-2016). The task is: Predict the product of the given reaction. (1) Given the reactants Br[C:2]1[CH:7]=[CH:6][C:5]([C:8]2[C:12]3[CH2:13][C:14]4[S:15][CH:16]=[CH:17][C:18]=4[C:11]=3[N:10]([CH2:19][O:20][CH2:21][CH2:22][Si:23]([CH3:26])([CH3:25])[CH3:24])[N:9]=2)=[CH:4][CH:3]=1.C[N:28]1[CH2:33][CH2:32]N[CH2:30][CH2:29]1.C([O-])([O-])=[O:35].[Cs+].[Cs+].CC1(C)C2C(=C(P(C3C=CC=CC=3)C3C=CC=CC=3)C=CC=2)OC2C(P(C3C=CC=CC=3)C3C=CC=CC=3)=CC=CC1=2, predict the reaction product. The product is: [N:28]1([C:2]2[CH:7]=[CH:6][C:5]([C:8]3[C:12]4[CH2:13][C:14]5[S:15][CH:16]=[CH:17][C:18]=5[C:11]=4[N:10]([CH2:19][O:20][CH2:21][CH2:22][Si:23]([CH3:26])([CH3:25])[CH3:24])[N:9]=3)=[CH:4][CH:3]=2)[CH2:33][CH2:32][O:35][CH2:30][CH2:29]1. (2) Given the reactants [CH3:1][NH:2][S:3]([C:6]1[CH:11]=[CH:10][CH:9]=[C:8]([N+:12]([O-])=O)[CH:7]=1)(=[O:5])=[O:4], predict the reaction product. The product is: [NH2:12][C:8]1[CH:7]=[C:6]([S:3]([NH:2][CH3:1])(=[O:5])=[O:4])[CH:11]=[CH:10][CH:9]=1. (3) Given the reactants C(OC(C)(C)C)(C)(C)C.[K].[Cl:11][C:12]1[CH:17]=[C:16]([Cl:18])[CH:15]=[CH:14][C:13]=1[SH:19].Cl[C:21]1[S:25][C:24]([CH:26]=[O:27])=[CH:23][C:22]=1[N+:28]([O-:30])=[O:29].O, predict the reaction product. The product is: [Cl:11][C:12]1[CH:17]=[C:16]([Cl:18])[CH:15]=[CH:14][C:13]=1[S:19][C:21]1[S:25][C:24]([CH:26]=[O:27])=[CH:23][C:22]=1[N+:28]([O-:30])=[O:29]. (4) Given the reactants [C:1]([O:5][C:6]([NH:8][CH2:9][CH2:10][CH2:11][O:12][C:13]1[CH:21]=[C:20]([N:22]2[CH2:27][CH2:26][O:25][CH2:24][CH2:23]2)[CH:19]=[CH:18][C:14]=1[C:15]([OH:17])=O)=[O:7])([CH3:4])([CH3:3])[CH3:2].[Cl:28][C:29]1[CH:30]=[CH:31][C:32]([NH:35][C:36](=[O:45])[C:37]2[CH:42]=[C:41]([F:43])[CH:40]=[CH:39][C:38]=2[NH2:44])=[N:33][CH:34]=1, predict the reaction product. The product is: [C:1]([O:5][C:6]([NH:8][CH2:9][CH2:10][CH2:11][O:12][C:13]1[CH:21]=[C:20]([N:22]2[CH2:27][CH2:26][O:25][CH2:24][CH2:23]2)[CH:19]=[CH:18][C:14]=1[C:15]([NH:44][C:38]1[CH:39]=[CH:40][C:41]([F:43])=[CH:42][C:37]=1[C:36]([NH:35][C:32]1[CH:31]=[CH:30][C:29]([Cl:28])=[CH:34][N:33]=1)=[O:45])=[O:17])=[O:7])([CH3:4])([CH3:3])[CH3:2]. (5) Given the reactants [CH2:1]([O:3][C:4]([C:6]1[NH:7][C:8]([C:11]([N:13]2[CH2:17][CH2:16][CH2:15][C@H:14]2[C:18](=[O:37])[NH:19][CH2:20][C:21]2[CH:26]=[C:25]([Cl:27])[CH:24]=[CH:23][C:22]=2[CH2:28][NH:29]C(OC(C)(C)C)=O)=[O:12])=[CH:9][CH:10]=1)=[O:5])[CH3:2].C(O)(C(F)(F)F)=O, predict the reaction product. The product is: [CH2:1]([O:3][C:4]([C:6]1[NH:7][C:8]([C:11]([N:13]2[CH2:17][CH2:16][CH2:15][C@H:14]2[C:18](=[O:37])[NH:19][CH2:20][C:21]2[CH:26]=[C:25]([Cl:27])[CH:24]=[CH:23][C:22]=2[CH2:28][NH2:29])=[O:12])=[CH:9][CH:10]=1)=[O:5])[CH3:2]. (6) Given the reactants [Br:1][C:2]1[CH:7]=[C:6]([NH:8][CH:9]2[CH2:14][CH2:13][O:12][CH2:11][CH2:10]2)[C:5]([NH2:15])=[CH:4][CH:3]=1.[CH3:16]C1C=CC(S(O)(=O)=O)=CC=1, predict the reaction product. The product is: [Br:1][C:2]1[CH:3]=[CH:4][C:5]2[N:15]=[CH:16][N:8]([CH:9]3[CH2:10][CH2:11][O:12][CH2:13][CH2:14]3)[C:6]=2[CH:7]=1. (7) Given the reactants Br[CH2:2][C:3]1[CH:8]=[CH:7][C:6]([O:9][CH2:10][CH3:11])=[CH:5][C:4]=1[N+:12]([O-:14])=[O:13].C[N+]1([O-])CC[O:19]CC1, predict the reaction product. The product is: [CH2:10]([O:9][C:6]1[CH:7]=[CH:8][C:3]([CH:2]=[O:19])=[C:4]([N+:12]([O-:14])=[O:13])[CH:5]=1)[CH3:11].